From a dataset of Forward reaction prediction with 1.9M reactions from USPTO patents (1976-2016). Predict the product of the given reaction. (1) Given the reactants Cl.[CH:2]1([CH2:5][O:6][C:7]2[CH:12]=[C:11]([F:13])[CH:10]=[CH:9][C:8]=2[C:14]2[CH:19]=[CH:18][N:17]=[C:16]3[C:20]([C:24]([NH:26][CH:27]4[CH2:32][CH2:31][NH:30][CH2:29][CH2:28]4)=[O:25])=[C:21]([CH3:23])[NH:22][C:15]=23)[CH2:4][CH2:3]1.[C:33]([O:36][CH2:37][C:38](Cl)=[O:39])(=O)C, predict the reaction product. The product is: [CH:2]1([CH2:5][O:6][C:7]2[CH:12]=[C:11]([F:13])[CH:10]=[CH:9][C:8]=2[C:14]2[CH:19]=[CH:18][N:17]=[C:16]3[C:20]([C:24]([NH:26][CH:27]4[CH2:28][CH2:29][N:30]([C:38](=[O:39])[CH2:37][O:36][CH3:33])[CH2:31][CH2:32]4)=[O:25])=[C:21]([CH3:23])[NH:22][C:15]=23)[CH2:4][CH2:3]1. (2) Given the reactants C(OC(N(C)[C@@H](C)C(N[C@@H](C(C)(C)C)C(N1[C@H](C(=O)N[C@H]2C3C(=CC=CC=3)CCC2)CC2C(=CC(C(O)=O)=CC=2)C1)=O)=O)=O)(C)(C)C.[C:48]([O:52][C:53]([N:55]1[C@H:59]([C:60]([O:62]C)=[O:61])[CH2:58][CH:57]([C:64]2[CH:73]=[C:72]3[C:67]([CH2:68][C@@H:69]([C:81]([O:83]C)=[O:82])[N:70]([C:74]([O:76][C:77]([CH3:80])([CH3:79])[CH3:78])=[O:75])[CH2:71]3)=[CH:66][CH:65]=2)[CH2:56]1)=[O:54])([CH3:51])([CH3:50])[CH3:49], predict the reaction product. The product is: [C:77]([O:76][C:74]([N:70]1[C@H:69]([C:81]([OH:83])=[O:82])[CH2:68][C:67]2[C:72](=[CH:73][C:64]([C@H:57]3[CH2:58][C@@H:59]([C:60]([OH:62])=[O:61])[N:55]([C:53]([O:52][C:48]([CH3:51])([CH3:50])[CH3:49])=[O:54])[CH2:56]3)=[CH:65][CH:66]=2)[CH2:71]1)=[O:75])([CH3:80])([CH3:79])[CH3:78]. (3) Given the reactants [CH3:1][O:2][C:3](=[O:39])[CH2:4][CH2:5][NH:6][C:7](=[O:38])[C:8]1[CH:13]=[CH:12][C:11]([C:14](O)([C:21]2[CH:26]=[CH:25][C:24]([C:27]3[CH:32]=[CH:31][C:30]([C:33]([F:36])([F:35])[F:34])=[CH:29][CH:28]=3)=[CH:23][CH:22]=2)[CH2:15][CH2:16][CH2:17][CH2:18][CH2:19][CH3:20])=[CH:10][CH:9]=1.C(O)(C(F)(F)F)=O.C([SiH](CC)CC)C, predict the reaction product. The product is: [CH3:1][O:2][C:3](=[O:39])[CH2:4][CH2:5][NH:6][C:7](=[O:38])[C:8]1[CH:9]=[CH:10][C:11]([C:14]([C:21]2[CH:26]=[CH:25][C:24]([C:27]3[CH:32]=[CH:31][C:30]([C:33]([F:35])([F:36])[F:34])=[CH:29][CH:28]=3)=[CH:23][CH:22]=2)=[CH:15][CH2:16][CH2:17][CH2:18][CH2:19][CH3:20])=[CH:12][CH:13]=1. (4) Given the reactants [CH2:1]([N:3]1[C:8](=[O:9])[CH2:7][O:6][C:5]2[N:10]=[C:11]([C:20]3[CH:34]=[CH:33][C:23]([CH2:24][NH:25]C(=O)OC(C)(C)C)=[CH:22][CH:21]=3)[C:12]([C:14]3[CH:19]=[CH:18][CH:17]=[CH:16][CH:15]=3)=[CH:13][C:4]1=2)[CH3:2], predict the reaction product. The product is: [NH2:25][CH2:24][C:23]1[CH:33]=[CH:34][C:20]([C:11]2[C:12]([C:14]3[CH:15]=[CH:16][CH:17]=[CH:18][CH:19]=3)=[CH:13][C:4]3[N:3]([CH2:1][CH3:2])[C:8](=[O:9])[CH2:7][O:6][C:5]=3[N:10]=2)=[CH:21][CH:22]=1. (5) The product is: [CH3:1][O:2][CH:3]1[CH2:7][CH2:6][N:5]([C:8]2[CH:9]=[C:10]([S:14]([Cl:25])(=[O:16])=[O:15])[CH:11]=[CH:12][CH:13]=2)[CH2:4]1. Given the reactants [CH3:1][O:2][CH:3]1[CH2:7][CH2:6][N:5]([C:8]2[CH:9]=[C:10]([S:14]([O-:16])=[O:15])[CH:11]=[CH:12][CH:13]=2)[CH2:4]1.[Li+].C1C(=O)N([Cl:25])C(=O)C1.CCOC(C)=O, predict the reaction product. (6) The product is: [N:1]1[CH:6]=[CH:5][CH:4]=[CH:3][C:2]=1[C:7]1[C:10]([NH2:11])=[N:13][NH:14][C:8]=1[NH2:9]. Given the reactants [N:1]1[CH:6]=[CH:5][CH:4]=[CH:3][C:2]=1[CH:7]([C:10]#[N:11])[C:8]#[N:9].O.[NH2:13][NH2:14], predict the reaction product.